This data is from hERG potassium channel inhibition data for cardiac toxicity prediction from Karim et al.. The task is: Regression/Classification. Given a drug SMILES string, predict its toxicity properties. Task type varies by dataset: regression for continuous values (e.g., LD50, hERG inhibition percentage) or binary classification for toxic/non-toxic outcomes (e.g., AMES mutagenicity, cardiotoxicity, hepatotoxicity). Dataset: herg_karim. (1) The compound is O=C(/C=C/c1ccc(CN2CCCC(c3c[nH]c4ccccc34)C2)cc1)NO. The result is 0 (non-blocker). (2) The compound is N#Cc1ccc(O[C@@H]2CN[C@H](C(=O)N3CCCN(C4CCC4)CC3)C2)cc1. The result is 0 (non-blocker). (3) The drug is C[C@@]1(C(=O)Nc2ccc(F)nc2)CCCN1c1nc(Nc2cc(C3CC3)[nH]n2)c2cccn2n1. The result is 0 (non-blocker). (4) The result is 1 (blocker). The molecule is CS(=O)(=O)Nc1ccc(OCC(O)CN(CCc2ccc(Cl)c(Cl)c2)Cc2ccccc2)cc1. (5) The compound is O=C(c1cc(Cc2c[nH]c(=O)c3cc(Cl)c(Cl)n23)ccc1F)N1CCC2(CCCN2)CC1. The result is 0 (non-blocker).